Dataset: NCI-60 drug combinations with 297,098 pairs across 59 cell lines. Task: Regression. Given two drug SMILES strings and cell line genomic features, predict the synergy score measuring deviation from expected non-interaction effect. (1) Drug 1: C1CCN(CC1)CCOC2=CC=C(C=C2)C(=O)C3=C(SC4=C3C=CC(=C4)O)C5=CC=C(C=C5)O. Drug 2: C1C(C(OC1N2C=C(C(=O)NC2=O)F)CO)O. Cell line: RXF 393. Synergy scores: CSS=15.5, Synergy_ZIP=-2.36, Synergy_Bliss=-0.978, Synergy_Loewe=-6.79, Synergy_HSA=1.02. (2) Drug 2: COC1=CC(=CC(=C1O)OC)C2C3C(COC3=O)C(C4=CC5=C(C=C24)OCO5)OC6C(C(C7C(O6)COC(O7)C8=CC=CS8)O)O. Drug 1: CNC(=O)C1=CC=CC=C1SC2=CC3=C(C=C2)C(=NN3)C=CC4=CC=CC=N4. Synergy scores: CSS=32.7, Synergy_ZIP=-10.1, Synergy_Bliss=0.0612, Synergy_Loewe=-5.62, Synergy_HSA=0.984. Cell line: UACC62. (3) Drug 1: C1=CC(=CC=C1CCC2=CNC3=C2C(=O)NC(=N3)N)C(=O)NC(CCC(=O)O)C(=O)O. Drug 2: CCCCC(=O)OCC(=O)C1(CC(C2=C(C1)C(=C3C(=C2O)C(=O)C4=C(C3=O)C=CC=C4OC)O)OC5CC(C(C(O5)C)O)NC(=O)C(F)(F)F)O. Cell line: TK-10. Synergy scores: CSS=40.4, Synergy_ZIP=0.0794, Synergy_Bliss=-2.04, Synergy_Loewe=-3.20, Synergy_HSA=-1.32. (4) Drug 2: CC1=C(C=C(C=C1)NC(=O)C2=CC=C(C=C2)CN3CCN(CC3)C)NC4=NC=CC(=N4)C5=CN=CC=C5. Synergy scores: CSS=14.9, Synergy_ZIP=-0.366, Synergy_Bliss=6.37, Synergy_Loewe=4.70, Synergy_HSA=5.09. Cell line: RPMI-8226. Drug 1: CN(C)N=NC1=C(NC=N1)C(=O)N. (5) Drug 1: CN(C(=O)NC(C=O)C(C(C(CO)O)O)O)N=O. Drug 2: CC1CCCC2(C(O2)CC(NC(=O)CC(C(C(=O)C(C1O)C)(C)C)O)C(=CC3=CSC(=N3)C)C)C. Cell line: MALME-3M. Synergy scores: CSS=32.9, Synergy_ZIP=2.24, Synergy_Bliss=2.23, Synergy_Loewe=-1.80, Synergy_HSA=3.66. (6) Drug 2: CC(C)CN1C=NC2=C1C3=CC=CC=C3N=C2N. Drug 1: C1CN1P(=S)(N2CC2)N3CC3. Synergy scores: CSS=10.7, Synergy_ZIP=-10.5, Synergy_Bliss=-2.49, Synergy_Loewe=-1.75, Synergy_HSA=-1.34. Cell line: K-562. (7) Drug 1: CC1=C(C=C(C=C1)C(=O)NC2=CC(=CC(=C2)C(F)(F)F)N3C=C(N=C3)C)NC4=NC=CC(=N4)C5=CN=CC=C5. Drug 2: CC(C)CN1C=NC2=C1C3=CC=CC=C3N=C2N. Cell line: MCF7. Synergy scores: CSS=1.69, Synergy_ZIP=2.27, Synergy_Bliss=2.32, Synergy_Loewe=-0.0821, Synergy_HSA=0.455.